The task is: Predict the product of the given reaction.. This data is from Forward reaction prediction with 1.9M reactions from USPTO patents (1976-2016). (1) The product is: [OH:24][CH2:23][CH2:22][N:21]([CH3:25])[C:18]1[CH:19]=[CH:20][C:15]([C:14]([NH:13][C:6]2[CH:7]=[CH:8][C:9]3[NH:10][C:46]([C:45]4[CH:48]=[CH:49][C:42]([C:40](=[O:41])[NH:39][C:36]5[CH:37]=[CH:38][C:33]([N:30]6[CH2:29][CH2:28][O:27][CH2:32][CH2:31]6)=[CH:34][CH:35]=5)=[CH:43][CH:44]=4)=[N:1][C:4]=3[CH:5]=2)=[O:26])=[CH:16][CH:17]=1. Given the reactants [N+:1]([C:4]1[CH:5]=[C:6]([NH:13][C:14](=[O:26])[C:15]2[CH:20]=[CH:19][C:18]([N:21]([CH3:25])[CH2:22][CH2:23][OH:24])=[CH:17][CH:16]=2)[CH:7]=[CH:8][C:9]=1[N+:10]([O-])=O)([O-])=O.[O:27]1[CH2:32][CH2:31][N:30]([C:33]2[CH:38]=[CH:37][C:36]([NH:39][C:40]([C:42]3[CH:49]=[CH:48][C:45]([CH:46]=O)=[CH:44][CH:43]=3)=[O:41])=[CH:35][CH:34]=2)[CH2:29][CH2:28]1, predict the reaction product. (2) Given the reactants C(OC([NH:8][C@@H:9]([CH3:27])[C:10]([NH:12][C:13]1[C:14]([NH:23][CH:24]2[CH2:26][CH2:25]2)=[C:15]([CH:20]=[CH:21][CH:22]=1)[C:16]([O:18][CH3:19])=[O:17])=O)=O)(C)(C)C.Cl, predict the reaction product. The product is: [NH2:8][C@H:9]([C:10]1[N:23]([CH:24]2[CH2:26][CH2:25]2)[C:14]2[C:15]([C:16]([O:18][CH3:19])=[O:17])=[CH:20][CH:21]=[CH:22][C:13]=2[N:12]=1)[CH3:27].